Task: Regression/Classification. Given a drug SMILES string, predict its absorption, distribution, metabolism, or excretion properties. Task type varies by dataset: regression for continuous measurements (e.g., permeability, clearance, half-life) or binary classification for categorical outcomes (e.g., BBB penetration, CYP inhibition). Dataset: cyp1a2_veith.. Dataset: CYP1A2 inhibition data for predicting drug metabolism from PubChem BioAssay (1) The compound is O=C(Nc1c(C(=O)N2CCCCC2)cnn1-c1ccccc1)c1ccco1. The result is 0 (non-inhibitor). (2) The drug is COc1ccc(NC(=O)N2CCCC3(CCNCC3)C2)cc1. The result is 0 (non-inhibitor). (3) The compound is COc1ccccc1CNc1ncnc2ccc(-c3ccc4c(c3)OCO4)cc12. The result is 1 (inhibitor). (4) The molecule is CC(=O)OCC(=O)[C@]12OC(C)(C)O[C@@H]1C[C@H]1[C@H]3CC=C4C[C@@H](O)CC[C@]4(C)[C@H]3CC[C@]12C. The result is 0 (non-inhibitor).